Dataset: Catalyst prediction with 721,799 reactions and 888 catalyst types from USPTO. Task: Predict which catalyst facilitates the given reaction. (1) Reactant: [OH-].[Na+].[OH:3][CH2:4][CH:5]1[CH2:10][CH2:9][CH2:8][N:7]([C:11]2[N:16]=[C:15]([C:17]([NH:19][C:20]3[C:21]([CH3:31])=[C:22]([CH:27]=[CH:28][C:29]=3[CH3:30])[C:23]([O:25]C)=[O:24])=[O:18])[C:14]([CH3:32])=[CH:13][CH:12]=2)[CH2:6]1. Product: [OH:3][CH2:4][CH:5]1[CH2:10][CH2:9][CH2:8][N:7]([C:11]2[N:16]=[C:15]([C:17]([NH:19][C:20]3[C:21]([CH3:31])=[C:22]([CH:27]=[CH:28][C:29]=3[CH3:30])[C:23]([OH:25])=[O:24])=[O:18])[C:14]([CH3:32])=[CH:13][CH:12]=2)[CH2:6]1. The catalyst class is: 1. (2) Reactant: [CH2:1]([CH:8]1[CH2:11][C:10](=[O:12])[C:9]1(Cl)Cl)[C:2]1[CH:7]=[CH:6][CH:5]=[CH:4][CH:3]=1. Product: [CH2:1]([CH:8]1[CH2:11][C:10](=[O:12])[CH2:9]1)[C:2]1[CH:7]=[CH:6][CH:5]=[CH:4][CH:3]=1. The catalyst class is: 183. (3) Reactant: C1(N=C=NC2CCCCC2)CCCCC1.[CH3:16][O:17][C:18]1[CH:19]=[C:20]2[C:25](=[CH:26][CH:27]=1)[CH:24]=[C:23]([C@H:28]([CH3:32])[C:29]([OH:31])=[O:30])[CH:22]=[CH:21]2.[OH:33][CH2:34][C:35]([CH2:37]O)=[O:36]. Product: [CH3:16][O:17][C:18]1[CH:19]=[C:20]2[C:25](=[CH:26][CH:27]=1)[CH:24]=[C:23]([C@H:28]([CH3:32])[C:29]([O:31][CH2:37][C:35](=[O:36])[CH2:34][OH:33])=[O:30])[CH:22]=[CH:21]2. The catalyst class is: 21. (4) Reactant: [N+:1]([C:4]1[CH:5]=[CH:6][C:7]([OH:17])=[N:8][C:9]=1[NH:10][CH:11]1[CH2:16][CH2:15][O:14][CH2:13][CH2:12]1)([O-])=O.[CH:18](OC)(OC)OC.FC(F)(F)C(O)=O. Product: [O:14]1[CH2:15][CH2:16][CH:11]([N:10]2[C:9]3=[N:8][C:7]([OH:17])=[CH:6][CH:5]=[C:4]3[N:1]=[CH:18]2)[CH2:12][CH2:13]1. The catalyst class is: 227. (5) Reactant: OO.[F:3][C:4]1[C:9]([F:10])=[C:8]([O:11]CC)[CH:7]=[C:6]([CH3:14])[C:5]=1OB(O)O.S([O-])(O)=O.[Na+]. Product: [F:10][C:9]1[C:4]([F:3])=[CH:5][C:6]([CH3:14])=[CH:7][C:8]=1[OH:11]. The catalyst class is: 1. (6) Reactant: O.[OH-].[Li+].[F:4][C:5]([F:35])([F:34])[C:6]1[N:10]2[N:11]=[C:12]([N:15]3[CH2:20][CH2:19][CH:18]([C:21]4[CH:33]=[CH:32][C:24]([O:25][CH2:26][C:27]([O:29]CC)=[O:28])=[CH:23][CH:22]=4)[CH2:17][CH2:16]3)[CH2:13][CH2:14][C:9]2=[N:8][N:7]=1.O.CO. Product: [F:35][C:5]([F:4])([F:34])[C:6]1[N:10]2[N:11]=[C:12]([N:15]3[CH2:20][CH2:19][CH:18]([C:21]4[CH:33]=[CH:32][C:24]([O:25][CH2:26][C:27]([OH:29])=[O:28])=[CH:23][CH:22]=4)[CH2:17][CH2:16]3)[CH2:13][CH2:14][C:9]2=[N:8][N:7]=1. The catalyst class is: 1.